From a dataset of TCR-epitope binding with 47,182 pairs between 192 epitopes and 23,139 TCRs. Binary Classification. Given a T-cell receptor sequence (or CDR3 region) and an epitope sequence, predict whether binding occurs between them. (1) The epitope is KLGGALQAK. The TCR CDR3 sequence is CASSRPSGMNTEAFF. Result: 1 (the TCR binds to the epitope). (2) The epitope is KRWIIMGLNK. The TCR CDR3 sequence is CASSQDPGLAGNEQFF. Result: 0 (the TCR does not bind to the epitope). (3) The epitope is YLKLTDNVYIK. The TCR CDR3 sequence is CASSLTPGQNYGYTF. Result: 0 (the TCR does not bind to the epitope). (4) The epitope is YLDAYNMMI. The TCR CDR3 sequence is CASSARDSYNYGYTF. Result: 0 (the TCR does not bind to the epitope). (5) The epitope is NLVPMVATV. The TCR CDR3 sequence is CSARGEADTEAFF. Result: 0 (the TCR does not bind to the epitope). (6) The epitope is TLDSKTQSL. The TCR CDR3 sequence is CASSAYPPYDRVNTGELFF. Result: 1 (the TCR binds to the epitope). (7) The epitope is NLVPMVATV. The TCR CDR3 sequence is CASSFGARGRNYEQYF. Result: 1 (the TCR binds to the epitope).